This data is from TCR-epitope binding with 47,182 pairs between 192 epitopes and 23,139 TCRs. The task is: Binary Classification. Given a T-cell receptor sequence (or CDR3 region) and an epitope sequence, predict whether binding occurs between them. The epitope is FLYALALLL. The TCR CDR3 sequence is CATGQGGSGANVLTF. Result: 0 (the TCR does not bind to the epitope).